This data is from Catalyst prediction with 721,799 reactions and 888 catalyst types from USPTO. The task is: Predict which catalyst facilitates the given reaction. (1) Reactant: C(OC[N:9]1[C:13]2[N:14]=[C:15]([NH:28][C:29]3[CH:34]=[CH:33][C:32]([O:35][CH2:36][CH2:37][O:38][CH3:39])=[CH:31][CH:30]=3)[N:16]=[C:17]([O:18][C:19]3[CH:24]=[CH:23][CH:22]=[C:21]([N+:25]([O-:27])=[O:26])[CH:20]=3)[C:12]=2[CH:11]=[CH:10]1)(=O)C(C)(C)C.[OH-].[Na+]. The catalyst class is: 5. Product: [CH3:39][O:38][CH2:37][CH2:36][O:35][C:32]1[CH:31]=[CH:30][C:29]([NH:28][C:15]2[N:16]=[C:17]([O:18][C:19]3[CH:24]=[CH:23][CH:22]=[C:21]([N+:25]([O-:27])=[O:26])[CH:20]=3)[C:12]3[CH:11]=[CH:10][NH:9][C:13]=3[N:14]=2)=[CH:34][CH:33]=1. (2) Reactant: [O:1]1[C:5]2[CH:6]=[CH:7][C:8]([C:10]3([C:13]([OH:15])=O)[CH2:12][CH2:11]3)=[CH:9][C:4]=2[O:3][CH2:2]1.C(Cl)(C(Cl)=O)=O.[NH2:22][C:23]1[S:24][C:25]([C@H:28]([C:36]2[CH:41]=[CH:40][C:39]([F:42])=[CH:38][C:37]=2[Cl:43])[NH:29][S@@:30]([C:32]([CH3:35])([CH3:34])[CH3:33])=[O:31])=[CH:26][N:27]=1.CCN(CC)CC. The catalyst class is: 59. Product: [O:1]1[C:5]2[CH:6]=[CH:7][C:8]([C:10]3([C:13]([NH:22][C:23]4[S:24][C:25]([C@H:28]([C:36]5[CH:41]=[CH:40][C:39]([F:42])=[CH:38][C:37]=5[Cl:43])[NH:29][S@@:30]([C:32]([CH3:35])([CH3:34])[CH3:33])=[O:31])=[CH:26][N:27]=4)=[O:15])[CH2:11][CH2:12]3)=[CH:9][C:4]=2[O:3][CH2:2]1. (3) Reactant: [NH2:1][CH2:2][CH2:3][O:4][CH2:5][CH2:6][OH:7].[C:8](O[C:8]([O:10][C:11]([CH3:14])([CH3:13])[CH3:12])=[O:9])([O:10][C:11]([CH3:14])([CH3:13])[CH3:12])=[O:9]. Product: [OH:7][CH2:6][CH2:5][O:4][CH2:3][CH2:2][NH:1][C:8](=[O:9])[O:10][C:11]([CH3:14])([CH3:13])[CH3:12]. The catalyst class is: 13. (4) Reactant: [C:1](O)(=O)/C=C\C(O)=O.[C:9]([O:16][CH3:17])(=[O:15])/[CH:10]=[CH:11]\[C:12]([O-:14])=[O:13].O. Product: [C:12]([O:14][CH3:1])(=[O:13])/[CH:11]=[CH:10]\[C:9]([O:16][CH3:17])=[O:15]. The catalyst class is: 5. (5) Product: [Br:1][C:2]1[CH:3]=[N:4][CH:5]=[C:6]([CH:10]=1)[C:7]([NH:11][CH2:12][CH2:13][OH:14])=[O:9]. Reactant: [Br:1][C:2]1[CH:3]=[N:4][CH:5]=[C:6]([CH:10]=1)[C:7]([OH:9])=O.[NH2:11][CH2:12][CH2:13][OH:14].CN(C(ON1N=NC2C=CC=NC1=2)=[N+](C)C)C.F[P-](F)(F)(F)(F)F.CCN(C(C)C)C(C)C. The catalyst class is: 12. (6) Reactant: [F:1][C:2]1[CH:3]=[N:4][CH:5]=[CH:6][C:7]=1[C:8]1[C:9]([C:16]2[CH:17]=[N:18][CH:19]=[CH:20][CH:21]=2)=[N:10][C:11]([NH2:15])=[C:12]([NH2:14])[CH:13]=1.[C:22](N1C=CN=C1)(N1C=CN=C1)=[S:23].C(N(CC)CC)C. Product: [F:1][C:2]1[CH:3]=[N:4][CH:5]=[CH:6][C:7]=1[C:8]1[CH:13]=[C:12]2[NH:14][C:22](=[S:23])[NH:15][C:11]2=[N:10][C:9]=1[C:16]1[CH:17]=[N:18][CH:19]=[CH:20][CH:21]=1. The catalyst class is: 1. (7) Reactant: [Si:1]([O:8][C@@H:9]1[C@H:13]([CH2:14][CH3:15])[NH:12][C:11](=[O:16])[CH2:10]1)([C:4]([CH3:7])([CH3:6])[CH3:5])([CH3:3])[CH3:2].Br[C:18]1[CH:25]=[CH:24][C:21]([C:22]#[N:23])=[C:20]([Cl:26])[CH:19]=1.C(=O)([O-])[O-].[Cs+].[Cs+].C1(P(C2C=CC=CC=2)C2C3OC4C(=CC=CC=4P(C4C=CC=CC=4)C4C=CC=CC=4)C(C)(C)C=3C=CC=2)C=CC=CC=1. Product: [Si:1]([O:8][C@H:9]1[CH2:10][C:11](=[O:16])[N:12]([C:18]2[CH:25]=[CH:24][C:21]([C:22]#[N:23])=[C:20]([Cl:26])[CH:19]=2)[C@H:13]1[CH2:14][CH3:15])([C:4]([CH3:7])([CH3:6])[CH3:5])([CH3:3])[CH3:2]. The catalyst class is: 110. (8) Reactant: [Cl:1][C:2]1[C:10]2[C:9]([N:11]3[CH2:14][CH:13]([NH:15]C(=O)OC(C)(C)C)[CH2:12]3)=[N:8][C:7]([S:23][C:24]3[CH:33]=[N:32][C:31]4[C:26](=[N:27][CH:28]=[CH:29][N:30]=4)[CH:25]=3)=[N:6][C:5]=2[NH:4][C:3]=1[CH2:34][CH3:35].C(Cl)Cl.C(O)(C(F)(F)F)=O. Product: [Cl:1][C:2]1[C:10]2[C:9]([N:11]3[CH2:14][CH:13]([NH2:15])[CH2:12]3)=[N:8][C:7]([S:23][C:24]3[CH:33]=[N:32][C:31]4[C:26](=[N:27][CH:28]=[CH:29][N:30]=4)[CH:25]=3)=[N:6][C:5]=2[NH:4][C:3]=1[CH2:34][CH3:35]. The catalyst class is: 27.